From a dataset of Forward reaction prediction with 1.9M reactions from USPTO patents (1976-2016). Predict the product of the given reaction. (1) The product is: [C:1]([O:12][CH2:17][CH2:16][N:14]([CH3:15])[CH3:13])(=[O:11])/[CH:2]=[CH:3]/[CH2:4][CH2:5][CH2:6][CH2:7][CH2:8][CH2:9][CH3:10]. Given the reactants [C:1]([OH:12])(=[O:11])/[CH:2]=[CH:3]/[CH2:4][CH2:5][CH2:6][CH2:7][CH2:8][CH2:9][CH3:10].[CH3:13][N:14]([CH2:16][CH2:17]O)[CH3:15].Cl.CN(C)CCCN=C=NCC.Cl, predict the reaction product. (2) Given the reactants [F:1][C:2]1[CH:7]=[C:6]([F:8])[C:5]([F:9])=[CH:4][C:3]=1[NH:10][C:11](=[O:16])[C:12]([CH3:15])([CH3:14])[CH3:13].[Li+].CC([N-]C(C)C)C.[N:25]1[C:34]2[C:29](=[CH:30][C:31]([CH:35]=[O:36])=[CH:32][CH:33]=2)[CH:28]=[N:27][CH:26]=1, predict the reaction product. The product is: [F:1][C:2]1[C:7]([CH:35]([OH:36])[C:31]2[CH:30]=[C:29]3[C:34](=[CH:33][CH:32]=2)[N:25]=[CH:26][N:27]=[CH:28]3)=[C:6]([F:8])[C:5]([F:9])=[CH:4][C:3]=1[NH:10][C:11](=[O:16])[C:12]([CH3:13])([CH3:15])[CH3:14]. (3) The product is: [CH3:1][O:2][C:3]1[CH:4]=[C:5]([CH:9]2[CH2:18][CH2:17][C:12]3([O:16][CH2:15][CH2:14][O:13]3)[CH2:11][CH2:10]2)[CH:6]=[CH:7][CH:8]=1. Given the reactants [CH3:1][O:2][C:3]1[CH:4]=[C:5]([C:9]2[CH2:18][CH2:17][C:12]3([O:16][CH2:15][CH2:14][O:13]3)[CH2:11][CH:10]=2)[CH:6]=[CH:7][CH:8]=1, predict the reaction product. (4) The product is: [NH2:20][C:4]1[C:3]([NH:23][C@@H:24]2[CH2:29][C@@H:28]3[CH2:30][C@@H:26]([C:27]3([CH3:31])[CH3:32])[C@H:25]2[CH3:33])=[CH:2][C:7](=[O:8])[N:6]([CH2:9][C:10]([NH:12][CH2:13][C:14]2[CH:15]=[CH:16][N:17]=[CH:18][CH:19]=2)=[O:11])[N:5]=1. Given the reactants Br[C:2]1[C:7](=[O:8])[N:6]([CH2:9][C:10]([NH:12][CH2:13][C:14]2[CH:19]=[CH:18][N:17]=[CH:16][CH:15]=2)=[O:11])[N:5]=[C:4]([N+:20]([O-])=O)[C:3]=1[NH:23][C@@H:24]1[CH2:29][C@@H:28]2[CH2:30][C@@H:26]([C:27]2([CH3:32])[CH3:31])[C@H:25]1[CH3:33].[H][H], predict the reaction product. (5) Given the reactants [Cl:1][C:2]1[CH:10]=[CH:9][CH:8]=[C:7]2[C:3]=1[C:4]([C:11]([C:14]1[CH:19]=[CH:18][C:17]([O:20][CH3:21])=[CH:16][CH:15]=1)([CH3:13])[CH3:12])=[CH:5][NH:6]2.[OH-].[K+].S([O-])([O-])(=O)=O.[Na+].[Na+].[CH2:31]([O:38][C@@H:39]1[C@@H:44]([O:45][CH2:46][C:47]2[CH:52]=[CH:51][CH:50]=[CH:49][CH:48]=2)[C@H:43]([O:53][CH2:54][C:55]2[CH:60]=[CH:59][CH:58]=[CH:57][CH:56]=2)[C@@H:42]([CH2:61][O:62][CH2:63][C:64]2[CH:69]=[CH:68][CH:67]=[CH:66][CH:65]=2)[O:41][C@@H:40]1Cl)[C:32]1[CH:37]=[CH:36][CH:35]=[CH:34][CH:33]=1, predict the reaction product. The product is: [CH2:31]([O:38][C@@H:39]1[C@@H:44]([O:45][CH2:46][C:47]2[CH:52]=[CH:51][CH:50]=[CH:49][CH:48]=2)[C@H:43]([O:53][CH2:54][C:55]2[CH:56]=[CH:57][CH:58]=[CH:59][CH:60]=2)[C@@H:42]([CH2:61][O:62][CH2:63][C:64]2[CH:65]=[CH:66][CH:67]=[CH:68][CH:69]=2)[O:41][C@H:40]1[N:6]1[C:7]2[C:3](=[C:2]([Cl:1])[CH:10]=[CH:9][CH:8]=2)[C:4]([C:11]([C:14]2[CH:15]=[CH:16][C:17]([O:20][CH3:21])=[CH:18][CH:19]=2)([CH3:13])[CH3:12])=[CH:5]1)[C:32]1[CH:33]=[CH:34][CH:35]=[CH:36][CH:37]=1.